Dataset: Full USPTO retrosynthesis dataset with 1.9M reactions from patents (1976-2016). Task: Predict the reactants needed to synthesize the given product. (1) Given the product [NH2:31][C:28]1[CH:29]=[CH:30][C:25]([NH:24][S:21]([C:18]2[CH:19]=[CH:20][C:15]([CH2:14][CH2:13][CH2:12][NH:11][C:9](=[O:10])[CH2:8][O:7][CH2:6][C:5]3[CH:4]=[CH:3][C:2]([F:1])=[CH:42][CH:41]=3)=[CH:16][CH:17]=2)(=[O:23])=[O:22])=[CH:26][C:27]=1[O:39][CH3:40], predict the reactants needed to synthesize it. The reactants are: [F:1][C:2]1[CH:42]=[CH:41][C:5]([CH2:6][O:7][CH2:8][C:9]([NH:11][CH2:12][CH2:13][CH2:14][C:15]2[CH:20]=[CH:19][C:18]([S:21]([NH:24][C:25]3[CH:30]=[CH:29][C:28]([NH:31]C(=O)OC(C)(C)C)=[C:27]([O:39][CH3:40])[CH:26]=3)(=[O:23])=[O:22])=[CH:17][CH:16]=2)=[O:10])=[CH:4][CH:3]=1.FC(F)(F)C(O)=O. (2) Given the product [Br:14][C:11]1[CH:12]=[C:13]2[C:8](=[CH:9][CH:10]=1)[NH:7][C:6]([CH3:15])([CH3:16])[CH2:5][CH:4]2[NH2:1], predict the reactants needed to synthesize it. The reactants are: [N:1]([CH:4]1[C:13]2[C:8](=[CH:9][CH:10]=[C:11]([Br:14])[CH:12]=2)[NH:7][C:6]([CH3:16])([CH3:15])[CH2:5]1)=[N+]=[N-].O.C1COCC1.C1(P(C2C=CC=CC=2)C2C=CC=CC=2)C=CC=CC=1. (3) Given the product [F:1][C:2]1[CH:7]=[CH:6][C:5]([CH2:8][C:9]2[CH:18]=[C:17]3[C:12]([C:13]([O-:33])=[C:14]([C:27]([NH:29][CH2:30][CH2:31][OH:32])=[O:28])[C:15](=[O:26])[N:16]3[CH2:19][C:20]3[N:21]([CH3:25])[CH:22]=[CH:23][N:24]=3)=[N:11][CH:10]=2)=[CH:4][CH:3]=1.[Na+:35], predict the reactants needed to synthesize it. The reactants are: [F:1][C:2]1[CH:7]=[CH:6][C:5]([CH2:8][C:9]2[CH:18]=[C:17]3[C:12]([C:13]([OH:33])=[C:14]([C:27]([NH:29][CH2:30][CH2:31][OH:32])=[O:28])[C:15](=[O:26])[N:16]3[CH2:19][C:20]3[N:21]([CH3:25])[CH:22]=[CH:23][N:24]=3)=[N:11][CH:10]=2)=[CH:4][CH:3]=1.[OH-].[Na+:35]. (4) Given the product [NH2:40][CH2:39][CH2:38][O:1][C:2]1[CH:30]=[CH:29][C:5]2[C:6]([CH:9]3[CH2:14][CH2:13][N:12]([CH2:15][CH2:16][C:17]4[C:22](=[O:23])[N:21]5[CH2:24][CH2:25][CH2:26][CH2:27][C:20]5=[N:19][C:18]=4[CH3:28])[CH2:11][CH2:10]3)=[N:7][O:8][C:4]=2[CH:3]=1, predict the reactants needed to synthesize it. The reactants are: [OH:1][C:2]1[CH:30]=[CH:29][C:5]2[C:6]([CH:9]3[CH2:14][CH2:13][N:12]([CH2:15][CH2:16][C:17]4[C:22](=[O:23])[N:21]5[CH2:24][CH2:25][CH2:26][CH2:27][C:20]5=[N:19][C:18]=4[CH3:28])[CH2:11][CH2:10]3)=[N:7][O:8][C:4]=2[CH:3]=1.C(=O)([O-])[O-].[K+].[K+].Br[CH2:38][CH2:39][NH:40]C(=O)OCC.C(O)(C)C.Cl. (5) Given the product [NH:21]1[CH2:20][CH2:19][CH:18]([O:17][C:13]2[CH:12]=[C:11]3[C:16](=[CH:15][CH:14]=2)[NH:8][N:9]=[CH:10]3)[CH2:23][CH2:22]1, predict the reactants needed to synthesize it. The reactants are: FC(F)(F)C(O)=O.[NH:8]1[C:16]2[C:11](=[CH:12][C:13]([O:17][CH:18]3[CH2:23][CH2:22][N:21](C(OC(C)(C)C)=O)[CH2:20][CH2:19]3)=[CH:14][CH:15]=2)[CH:10]=[N:9]1. (6) Given the product [C:13]1([CH:12]2[CH2:5][NH:7][N:8]=[C:11]2[C:10]([O:20][CH3:21])=[O:19])[CH:18]=[CH:17][CH:16]=[CH:15][CH:14]=1, predict the reactants needed to synthesize it. The reactants are: [OH-].[K+].CN[C:5]([NH:7][N:8]=O)=N.[C:10]([O:20][CH3:21])(=[O:19])[CH:11]=[CH:12][C:13]1[CH:18]=[CH:17][CH:16]=[CH:15][CH:14]=1. (7) The reactants are: [C:1]([O:6][CH3:7])(=[O:5])[C:2]([CH3:4])=[CH2:3].[CH2:8]([NH2:15])[C:9]1[CH:14]=[CH:13][CH:12]=[CH:11][CH:10]=1. Given the product [CH2:8]([NH:15][CH2:3][CH:2]([CH3:4])[C:1]([O:6][CH3:7])=[O:5])[C:9]1[CH:14]=[CH:13][CH:12]=[CH:11][CH:10]=1, predict the reactants needed to synthesize it. (8) Given the product [CH3:1][C:2]1[C:6]2=[N:7][CH:8]=[CH:9][CH:10]=[C:5]2[N:4]([NH:11][C:26]([C:22]2[C:23]([CH3:25])=[N:24][C:19]([C:15]3[CH:16]=[CH:17][CH:18]=[C:13]([F:12])[CH:14]=3)=[N:20][CH:21]=2)=[O:27])[CH:3]=1, predict the reactants needed to synthesize it. The reactants are: [CH3:1][C:2]1[C:6]2=[N:7][CH:8]=[CH:9][CH:10]=[C:5]2[N:4]([NH2:11])[CH:3]=1.[F:12][C:13]1[CH:14]=[C:15]([C:19]2[N:24]=[C:23]([CH3:25])[C:22]([C:26](O)=[O:27])=[CH:21][N:20]=2)[CH:16]=[CH:17][CH:18]=1.CN(C(ON1N=NC2C=CC=NC1=2)=[N+](C)C)C.F[P-](F)(F)(F)(F)F.CCN(C(C)C)C(C)C.